Task: Predict the product of the given reaction.. Dataset: Forward reaction prediction with 1.9M reactions from USPTO patents (1976-2016) (1) Given the reactants O=O.[O:3]=[C:4]1[O:10][C@H:9]([C@H:11]([CH2:13][OH:14])[OH:12])[C:7]([OH:8])=[C:5]1[OH:6], predict the reaction product. The product is: [C:5]1([OH:6])[CH:4]=[CH:13][CH:11]=[CH:9][CH:7]=1.[O:3]=[C:4]1[O:10][C@H:9]([C@H:11]([CH2:13][OH:14])[OH:12])[C:7]([OH:8])=[C:5]1[OH:6]. (2) The product is: [Cl:3][C:4]1[CH:5]=[C:6]([CH2:11][N:12]([CH3:17])[C:13](=[O:15])[CH3:14])[CH:7]=[N:8][C:9]=1[Cl:10]. Given the reactants [H-].[Na+].[Cl:3][C:4]1[CH:5]=[C:6]([CH2:11][NH:12][C:13](=[O:15])[CH3:14])[CH:7]=[N:8][C:9]=1[Cl:10].I[CH3:17], predict the reaction product. (3) Given the reactants N[C:2]1[CH:17]=[CH:16][C:5]2[N:6]([CH:12]3[CH2:15][CH2:14][CH2:13]3)[CH:7]=[N:8][S:9](=[O:11])(=[O:10])[C:4]=2[CH:3]=1.N([O-])=O.[Na+].O.[ClH:23], predict the reaction product. The product is: [Cl:23][C:2]1[CH:17]=[CH:16][C:5]2[N:6]([CH:12]3[CH2:15][CH2:14][CH2:13]3)[CH:7]=[N:8][S:9](=[O:11])(=[O:10])[C:4]=2[CH:3]=1. (4) Given the reactants [H-].[Al+3].[Li+].[H-].[H-].[H-].C[O:8][C:9](=O)[C:10]1[CH:15]=[CH:14][C:13]([CH:16]2[CH2:21][CH2:20][CH:19]([C:22]([CH3:25])([CH3:24])[CH3:23])[CH2:18][CH2:17]2)=[C:12]([N:26]2[CH2:31][CH2:30][N:29]([CH2:32][CH2:33][CH2:34][CH3:35])[CH2:28][CH2:27]2)[CH:11]=1.[F-].[Na+].O, predict the reaction product. The product is: [C:22]([CH:19]1[CH2:18][CH2:17][CH:16]([C:13]2[CH:14]=[CH:15][C:10]([CH2:9][OH:8])=[CH:11][C:12]=2[N:26]2[CH2:31][CH2:30][N:29]([CH2:32][CH2:33][CH2:34][CH3:35])[CH2:28][CH2:27]2)[CH2:21][CH2:20]1)([CH3:25])([CH3:24])[CH3:23]. (5) Given the reactants Cl[C:2]1[N:11]=[C:10]([NH:12][CH2:13][CH:14]([C:21]2[CH:26]=[CH:25][CH:24]=[CH:23][CH:22]=2)[C:15]2[CH:20]=[CH:19][CH:18]=[CH:17][CH:16]=2)[C:9]2[C:4](=[CH:5][CH:6]=[CH:7][CH:8]=2)[N:3]=1.[CH3:27][O:28][CH2:29][CH2:30][NH:31][C:32]1[N:37]=[CH:36][C:35](B2OC(C)(C)C(C)(C)O2)=[CH:34][N:33]=1.C(NC1C2C(=CC=CC=2)N=C(C2SC3C=CC=CC=3C=2)N=1)(C1C=CC=CC=1)C1C=CC=CC=1, predict the reaction product. The product is: [C:15]1([CH:14]([C:21]2[CH:26]=[CH:25][CH:24]=[CH:23][CH:22]=2)[CH2:13][NH:12][C:10]2[C:9]3[C:4](=[CH:5][CH:6]=[CH:7][CH:8]=3)[N:3]=[C:2]([C:35]3[CH:34]=[N:33][C:32]([NH:31][CH2:30][CH2:29][O:28][CH3:27])=[N:37][CH:36]=3)[N:11]=2)[CH:20]=[CH:19][CH:18]=[CH:17][CH:16]=1. (6) The product is: [F:13][C:12]([F:14])([F:15])[CH2:11][O:10][C:7]1[CH:8]=[CH:9][C:4]([NH2:1])=[CH:5][CH:6]=1. Given the reactants [N+:1]([C:4]1[CH:9]=[CH:8][C:7]([O:10][CH2:11][C:12]([F:15])([F:14])[F:13])=[CH:6][CH:5]=1)([O-])=O, predict the reaction product.